Dataset: Forward reaction prediction with 1.9M reactions from USPTO patents (1976-2016). Task: Predict the product of the given reaction. Given the reactants [O:1]1[CH2:6][CH2:5][N:4]([CH2:7][CH2:8][O:9][C:10]2[CH:15]=[CH:14][C:13]([C:16]3[CH:17]=[CH:18][C:19](CC(NCC4C=CC=CC=4)=O)=[N:20][CH:21]=3)=[CH:12][CH:11]=2)[CH2:3][CH2:2]1.BrC1C=CC(OCCN2CCOCC2)=CC=1.B(O)(O)C1C=CC([F:56])=NC=1, predict the reaction product. The product is: [F:56][C:19]1[N:20]=[CH:21][C:16]([C:13]2[CH:14]=[CH:15][C:10]([O:9][CH2:8][CH2:7][N:4]3[CH2:5][CH2:6][O:1][CH2:2][CH2:3]3)=[CH:11][CH:12]=2)=[CH:17][CH:18]=1.